This data is from Full USPTO retrosynthesis dataset with 1.9M reactions from patents (1976-2016). The task is: Predict the reactants needed to synthesize the given product. (1) Given the product [CH3:18][C:15]1[CH:16]=[CH:17][C:2]2[NH:1][C:8]3[N:9]=[CH:10][CH:11]=[CH:12][C:7]=3[NH:6][C:4](=[O:5])[C:3]=2[CH:14]=1, predict the reactants needed to synthesize it. The reactants are: [NH2:1][C:2]1[CH:17]=[CH:16][C:15]([CH3:18])=[CH:14][C:3]=1[C:4]([NH:6][C:7]1[C:8](Cl)=[N:9][CH:10]=[CH:11][CH:12]=1)=[O:5].Cl. (2) Given the product [ClH:36].[CH2:28]([C:22]1[CH:23]=[CH:24][CH:25]=[C:26]([CH3:27])[C:21]=1[CH2:20][NH:1][C:2]1[C:3]2[N:4]([C:14]([CH3:18])=[C:15]([CH3:17])[N:16]=2)[CH:5]=[C:6]([N:8]2[CH2:12][CH2:11][CH2:10][C:9]2=[O:13])[CH:7]=1)[CH3:29], predict the reactants needed to synthesize it. The reactants are: [NH2:1][C:2]1[C:3]2[N:4]([C:14]([CH3:18])=[C:15]([CH3:17])[N:16]=2)[CH:5]=[C:6]([N:8]2[CH2:12][CH2:11][CH2:10][C:9]2=[O:13])[CH:7]=1.Br[CH2:20][C:21]1[C:26]([CH3:27])=[CH:25][CH:24]=[CH:23][C:22]=1[CH2:28][CH3:29].C(=O)([O-])[O-].[Na+].[Na+].[ClH:36]. (3) Given the product [CH2:31]([O:30][P:28]([CH2:27][CH:26]=[CH:25][CH2:24][CH:4]([CH2:5][C:6]([CH3:23])=[CH:7][CH2:8][C:9]1[C:10]([OH:22])=[C:11]2[C:15](=[C:16]([CH3:20])[C:17]=1[O:18][CH3:19])[CH2:14][O:13][C:12]2=[O:21])[C:3]([OH:36])=[O:2])([O:33][CH2:34][CH3:35])=[O:29])[CH3:32], predict the reactants needed to synthesize it. The reactants are: C[O:2][C:3](=[O:36])[CH:4]([CH2:24][CH:25]=[CH:26][CH2:27][P:28]([O:33][CH2:34][CH3:35])([O:30][CH2:31][CH3:32])=[O:29])[CH2:5][C:6]([CH3:23])=[CH:7][CH2:8][C:9]1[C:10]([OH:22])=[C:11]2[C:15](=[C:16]([CH3:20])[C:17]=1[O:18][CH3:19])[CH2:14][O:13][C:12]2=[O:21].[OH-].[Li+]. (4) Given the product [CH:26]1([C:29]([N:22]2[CH2:23][CH2:24][C@H:20]([O:19][C:17]3[CH:18]=[C:13]([C:9]4[CH:8]=[C:7]5[C:12](=[CH:11][CH:10]=4)[N:3]([CH3:2])[C:4](=[O:25])[CH2:5][CH2:6]5)[CH:14]=[N:15][CH:16]=3)[CH2:21]2)=[O:30])[CH2:28][CH2:27]1, predict the reactants needed to synthesize it. The reactants are: Cl.[CH3:2][N:3]1[C:12]2[C:7](=[CH:8][C:9]([C:13]3[CH:14]=[N:15][CH:16]=[C:17]([O:19][C@H:20]4[CH2:24][CH2:23][NH:22][CH2:21]4)[CH:18]=3)=[CH:10][CH:11]=2)[CH2:6][CH2:5][C:4]1=[O:25].[CH:26]1([C:29](Cl)=[O:30])[CH2:28][CH2:27]1.C([O-])(O)=O.[Na+]. (5) Given the product [Cl:1][C:2]1[CH:3]=[C:4]([C@@H:8]([CH:25]=[CH2:26])[C@H:9]([N:10]([CH:11]([CH:12]2[CH2:13][CH2:14]2)[CH:15]2[CH2:16][CH2:17]2)[C:34](=[O:37])[CH:35]=[CH2:36])[C:18]2[CH:19]=[CH:20][C:21]([Cl:24])=[CH:22][CH:23]=2)[CH:5]=[CH:6][CH:7]=1, predict the reactants needed to synthesize it. The reactants are: [Cl:1][C:2]1[CH:3]=[C:4]([C@@H:8]([CH:25]=[CH2:26])[C@@H:9]([C:18]2[CH:23]=[CH:22][C:21]([Cl:24])=[CH:20][CH:19]=2)[NH:10][CH:11]([CH:15]2[CH2:17][CH2:16]2)[CH:12]2[CH2:14][CH2:13]2)[CH:5]=[CH:6][CH:7]=1.C(N(CC)CC)C.[C:34](Cl)(=[O:37])[CH:35]=[CH2:36].C(OCC)(=O)C. (6) Given the product [Br:7][C:8]1[CH:13]=[C:12]([CH3:14])[C:11]([NH:15][C:16]2[N:21]=[C:20]([N:1]3[CH2:6][CH2:5][CH2:4][CH2:3][CH2:2]3)[N:19]=[C:18]([NH:23][C:24]3[CH:25]=[CH:26][C:27]([C:28]#[N:29])=[CH:30][CH:31]=3)[N:17]=2)=[C:10]([CH3:32])[CH:9]=1, predict the reactants needed to synthesize it. The reactants are: [NH:1]1[CH2:6][CH2:5][CH2:4][CH2:3][CH2:2]1.[Br:7][C:8]1[CH:13]=[C:12]([CH3:14])[C:11]([NH:15][C:16]2[N:21]=[C:20](Cl)[N:19]=[C:18]([NH:23][C:24]3[CH:31]=[CH:30][C:27]([C:28]#[N:29])=[CH:26][CH:25]=3)[N:17]=2)=[C:10]([CH3:32])[CH:9]=1. (7) Given the product [CH3:32][O:33][CH2:34][CH2:35][N:36]([CH2:27][C:23]1[CH:22]=[C:21]([C:18]2[CH:19]=[C:20]3[C:15](=[C:16]([C:29]([NH2:31])=[O:30])[CH:17]=2)[NH:14][CH:13]=[C:12]3[CH:9]2[CH2:10][CH2:11][N:6]([S:3]([CH2:1][CH3:2])(=[O:5])=[O:4])[CH2:7][CH2:8]2)[CH:26]=[CH:25][CH:24]=1)[CH2:37][CH2:38][O:39][CH3:40], predict the reactants needed to synthesize it. The reactants are: [CH2:1]([S:3]([N:6]1[CH2:11][CH2:10][CH:9]([C:12]2[C:20]3[C:15](=[C:16]([C:29]([NH2:31])=[O:30])[CH:17]=[C:18]([C:21]4[CH:26]=[CH:25][CH:24]=[C:23]([CH:27]=O)[CH:22]=4)[CH:19]=3)[NH:14][CH:13]=2)[CH2:8][CH2:7]1)(=[O:5])=[O:4])[CH3:2].[CH3:32][O:33][CH2:34][CH2:35][NH:36][CH2:37][CH2:38][O:39][CH3:40].[BH-](OC(C)=O)(OC(C)=O)OC(C)=O.[Na+]. (8) Given the product [F:12][C:9]1[CH:10]=[C:11]2[C:6]([CH:5]=[C:4]([NH:14][C:15]3[CH:19]=[C:18]([CH3:20])[NH:17][N:16]=3)[N:3]=[C:2]2[O:13][CH:8]([CH3:9])[CH3:7])=[CH:7][C:8]=1[OH:13], predict the reactants needed to synthesize it. The reactants are: Br[C:2]1[C:11]2[C:6](=[CH:7][C:8]([OH:13])=[C:9]([F:12])[CH:10]=2)[CH:5]=[C:4]([NH:14][C:15]2[CH:19]=[C:18]([CH3:20])[NH:17][N:16]=2)[N:3]=1. (9) Given the product [F:11][C:12]1[CH:17]=[CH:16][C:15]([C:5]2[S:1][CH:2]=[N:3][CH:4]=2)=[CH:14][CH:13]=1, predict the reactants needed to synthesize it. The reactants are: [S:1]1[CH:5]=[CH:4][N:3]=[CH:2]1.C([O-])(=O)C.[K+].[F:11][C:12]1[CH:17]=[CH:16][C:15](I)=[CH:14][CH:13]=1.